The task is: Regression. Given two drug SMILES strings and cell line genomic features, predict the synergy score measuring deviation from expected non-interaction effect.. This data is from NCI-60 drug combinations with 297,098 pairs across 59 cell lines. (1) Drug 1: CC(CN1CC(=O)NC(=O)C1)N2CC(=O)NC(=O)C2. Drug 2: CN(CCCl)CCCl.Cl. Cell line: NCI-H460. Synergy scores: CSS=52.7, Synergy_ZIP=2.82, Synergy_Bliss=3.86, Synergy_Loewe=2.38, Synergy_HSA=4.30. (2) Drug 1: C1=CC(=CC=C1C#N)C(C2=CC=C(C=C2)C#N)N3C=NC=N3. Drug 2: C1CC(=O)NC(=O)C1N2C(=O)C3=CC=CC=C3C2=O. Cell line: HL-60(TB). Synergy scores: CSS=-4.87, Synergy_ZIP=4.11, Synergy_Bliss=5.49, Synergy_Loewe=-4.97, Synergy_HSA=-4.65. (3) Drug 1: CCC1=CC2CC(C3=C(CN(C2)C1)C4=CC=CC=C4N3)(C5=C(C=C6C(=C5)C78CCN9C7C(C=CC9)(C(C(C8N6C)(C(=O)OC)O)OC(=O)C)CC)OC)C(=O)OC.C(C(C(=O)O)O)(C(=O)O)O. Drug 2: CC1=C(C=C(C=C1)C(=O)NC2=CC(=CC(=C2)C(F)(F)F)N3C=C(N=C3)C)NC4=NC=CC(=N4)C5=CN=CC=C5. Cell line: SNB-75. Synergy scores: CSS=24.9, Synergy_ZIP=2.32, Synergy_Bliss=1.78, Synergy_Loewe=-10.2, Synergy_HSA=1.31. (4) Drug 1: C1=CC(=CC=C1CCCC(=O)O)N(CCCl)CCCl. Drug 2: CC1=C(C(CCC1)(C)C)C=CC(=CC=CC(=CC(=O)O)C)C. Cell line: SK-MEL-2. Synergy scores: CSS=11.4, Synergy_ZIP=-1.10, Synergy_Bliss=-0.0537, Synergy_Loewe=-1.25, Synergy_HSA=-1.30. (5) Drug 1: CN(C)C1=NC(=NC(=N1)N(C)C)N(C)C. Drug 2: CS(=O)(=O)OCCCCOS(=O)(=O)C. Cell line: HL-60(TB). Synergy scores: CSS=29.9, Synergy_ZIP=-0.222, Synergy_Bliss=-0.244, Synergy_Loewe=-17.0, Synergy_HSA=-3.16. (6) Drug 1: C1C(C(OC1N2C=NC3=C2NC=NCC3O)CO)O. Drug 2: B(C(CC(C)C)NC(=O)C(CC1=CC=CC=C1)NC(=O)C2=NC=CN=C2)(O)O. Cell line: RXF 393. Synergy scores: CSS=27.9, Synergy_ZIP=0.00501, Synergy_Bliss=-2.69, Synergy_Loewe=-39.2, Synergy_HSA=-3.12. (7) Drug 1: COC1=CC(=CC(=C1O)OC)C2C3C(COC3=O)C(C4=CC5=C(C=C24)OCO5)OC6C(C(C7C(O6)COC(O7)C8=CC=CS8)O)O. Drug 2: CN1C2=C(C=C(C=C2)N(CCCl)CCCl)N=C1CCCC(=O)O.Cl. Cell line: HCC-2998. Synergy scores: CSS=23.1, Synergy_ZIP=-1.64, Synergy_Bliss=1.20, Synergy_Loewe=-23.8, Synergy_HSA=0.726.